Dataset: Forward reaction prediction with 1.9M reactions from USPTO patents (1976-2016). Task: Predict the product of the given reaction. (1) Given the reactants [CH3:1][O:2][C:3]1[C:11]2[C:6](=[N:7][CH:8]=[C:9]([NH2:12])[CH:10]=2)[N:5]([CH2:13][C:14]2[CH:19]=[CH:18][C:17]([O:20][CH3:21])=[CH:16][CH:15]=2)[N:4]=1.[F:22][C:23]1[C:31]([NH:32][S:33]([CH2:36][CH2:37][CH3:38])(=[O:35])=[O:34])=[CH:30][CH:29]=[C:28]([F:39])[C:24]=1[C:25](O)=[O:26].CCN=C=NCCCN(C)C.C1C=CC2N(O)N=NC=2C=1, predict the reaction product. The product is: [F:22][C:23]1[C:31]([NH:32][S:33]([CH2:36][CH2:37][CH3:38])(=[O:34])=[O:35])=[CH:30][CH:29]=[C:28]([F:39])[C:24]=1[C:25]([NH:12][C:9]1[CH:10]=[C:11]2[C:3]([O:2][CH3:1])=[N:4][N:5]([CH2:13][C:14]3[CH:19]=[CH:18][C:17]([O:20][CH3:21])=[CH:16][CH:15]=3)[C:6]2=[N:7][CH:8]=1)=[O:26]. (2) Given the reactants [F:1][C:2]1([F:11])[CH2:7][CH2:6][C:5]([C:8]([OH:10])=O)=[CH:4][CH2:3]1.[Cl:12][C:13]1[CH:14]=[C:15]([F:35])[C:16]([C:29]2[N:30]=[N:31][N:32]([CH3:34])[N:33]=2)=[C:17]([C:19]2[CH:20]=[C:21]([F:28])[C:22]([C@H:25]([NH2:27])[CH3:26])=[N:23][CH:24]=2)[CH:18]=1.C1C=CC2N(O)N=NC=2C=1.CCN=C=NCCCN(C)C.C(N(CC)CC)C.C(=O)(O)[O-].[Na+], predict the reaction product. The product is: [Cl:12][C:13]1[CH:14]=[C:15]([F:35])[C:16]([C:29]2[N:30]=[N:31][N:32]([CH3:34])[N:33]=2)=[C:17]([C:19]2[CH:20]=[C:21]([F:28])[C:22]([C@H:25]([NH:27][C:8]([C:5]3[CH2:6][CH2:7][C:2]([F:1])([F:11])[CH2:3][CH:4]=3)=[O:10])[CH3:26])=[N:23][CH:24]=2)[CH:18]=1. (3) Given the reactants C([O:3][C:4]([C:6]1[CH:7]=[C:8]2[C:13](=[CH:14][CH:15]=1)[NH:12][CH:11]([C:16]1[CH:21]=[CH:20][CH:19]=[C:18]([NH:22][C:23]([N:25]3[CH2:29][CH2:28][CH2:27][CH2:26]3)=[O:24])[CH:17]=1)[C:10]([CH3:31])([CH3:30])[CH2:9]2)=[O:5])C.Cl, predict the reaction product. The product is: [CH3:30][C:10]1([CH3:31])[CH2:9][C:8]2[C:13](=[CH:14][CH:15]=[C:6]([C:4]([OH:5])=[O:3])[CH:7]=2)[NH:12][CH:11]1[C:16]1[CH:21]=[CH:20][CH:19]=[C:18]([NH:22][C:23]([N:25]2[CH2:29][CH2:28][CH2:27][CH2:26]2)=[O:24])[CH:17]=1. (4) Given the reactants [OH:1][C:2]12[CH2:16][CH:15]([CH3:17])[CH2:14][C:13](=[O:18])[CH:12]1[CH2:11][CH2:10][CH2:9][CH2:8][CH2:7][CH2:6][CH2:5][CH2:4][CH2:3]2.[CH3:19][C:20](OC(C)=O)=[O:21].CC1C=CC(S(O)(=O)=O)=CC=1.O, predict the reaction product. The product is: [C:20]([O:1][C:2]12[CH2:16][CH:15]([CH3:17])[CH2:14][C:13](=[O:18])[CH:12]1[CH2:11][CH2:10][CH2:9][CH2:8][CH2:7][CH2:6][CH2:5][CH2:4][CH2:3]2)(=[O:21])[CH3:19]. (5) Given the reactants Br[C:2]1[CH:21]=[CH:20][C:5]([CH2:6][N:7]2[C:15]3[C:10](=[CH:11][CH:12]=[CH:13][C:14]=3[C:16]([O:18][CH3:19])=[O:17])[CH:9]=[CH:8]2)=[CH:4][CH:3]=1.[CH3:22][C:23]1([CH3:39])[C:27]([CH3:29])([CH3:28])[O:26][B:25]([B:25]2[O:26][C:27]([CH3:29])([CH3:28])[C:23]([CH3:39])([CH3:22])[O:24]2)[O:24]1.C([O-])(=O)C.[K+], predict the reaction product. The product is: [CH3:22][C:23]1([CH3:39])[C:27]([CH3:29])([CH3:28])[O:26][B:25]([C:2]2[CH:21]=[CH:20][C:5]([CH2:6][N:7]3[C:15]4[C:10](=[CH:11][CH:12]=[CH:13][C:14]=4[C:16]([O:18][CH3:19])=[O:17])[CH:9]=[CH:8]3)=[CH:4][CH:3]=2)[O:24]1. (6) Given the reactants [C:1]1([CH3:7])[CH:6]=[CH:5][CH:4]=[CH:3][CH:2]=1.[CH3:8][O:9][CH2:10][CH2:11][O:12][CH3:13], predict the reaction product. The product is: [CH3:8][O:9][CH2:10][CH2:11][O:12][CH3:13].[C:1]1([CH3:7])[CH:6]=[CH:5][CH:4]=[CH:3][CH:2]=1. (7) Given the reactants [N:1]1([C:7]([C:9]2[CH:14]=[CH:13][C:12]([C:15]3[CH:16]=[CH:17][C:18]4[N:19]([C:21]([C:24]#[C:25][C:26]5[S:30][C:29]([NH:31]C(=O)OC(C)(C)C)=[N:28][CH:27]=5)=[CH:22][N:23]=4)[N:20]=3)=[CH:11][CH:10]=2)=[O:8])[CH2:6][CH2:5][O:4][CH2:3][CH2:2]1, predict the reaction product. The product is: [NH2:31][C:29]1[S:30][C:26]([C:25]#[C:24][C:21]2[N:19]3[N:20]=[C:15]([C:12]4[CH:11]=[CH:10][C:9]([C:7]([N:1]5[CH2:2][CH2:3][O:4][CH2:5][CH2:6]5)=[O:8])=[CH:14][CH:13]=4)[CH:16]=[CH:17][C:18]3=[N:23][CH:22]=2)=[CH:27][N:28]=1.